This data is from Catalyst prediction with 721,799 reactions and 888 catalyst types from USPTO. The task is: Predict which catalyst facilitates the given reaction. Product: [Br:34][C:35]1[CH:43]=[CH:42][C:38]([C:39]([N:25]([CH2:26][C:27]2[CH:32]=[CH:31][CH:30]=[CH:29][C:28]=2[OH:33])[CH:22]([CH3:24])[CH3:23])=[O:40])=[CH:37][CH:36]=1. Reactant: CCN=C=NCCCN(C)C.Cl.CCN(C(C)C)C(C)C.[CH:22]([NH:25][CH2:26][C:27]1[CH:32]=[CH:31][CH:30]=[CH:29][C:28]=1[OH:33])([CH3:24])[CH3:23].[Br:34][C:35]1[CH:43]=[CH:42][C:38]([C:39](O)=[O:40])=[CH:37][CH:36]=1.C1C=CC2N(O)N=NC=2C=1. The catalyst class is: 9.